Dataset: Reaction yield outcomes from USPTO patents with 853,638 reactions. Task: Predict the reaction yield, written as a fraction of the theoretical maximum amount of product (1.0 means a 100% yield; for example, 0.34 means a 34% yield). (1) The reactants are Cl.[CH:2]([CH:15]1[C:20](=[O:21])[CH2:19][CH2:18][NH:17][CH2:16]1)([C:9]1[CH:14]=[CH:13][CH:12]=[CH:11][CH:10]=1)[C:3]1[CH:8]=[CH:7][CH:6]=[CH:5][CH:4]=1.[CH3:22][O:23][C:24]1[CH:29]=[CH:28][CH:27]=[CH:26][C:25]=1[N:30]=[C:31]=[S:32].C(N(CC)CC)C. The catalyst is ClCCl. The product is [CH:2]([CH:15]1[C:20](=[O:21])[CH2:19][CH2:18][N:17]([C:31](=[S:32])[NH:30][C:25]2[CH:26]=[CH:27][CH:28]=[CH:29][C:24]=2[O:23][CH3:22])[CH2:16]1)([C:9]1[CH:14]=[CH:13][CH:12]=[CH:11][CH:10]=1)[C:3]1[CH:4]=[CH:5][CH:6]=[CH:7][CH:8]=1. The yield is 0.700. (2) The reactants are CO[C:3](=[O:20])[C:4]1[CH:9]=[C:8]([CH:10]2[CH2:14][CH2:13][CH2:12][O:11]2)[C:7]([C:15]([F:18])([F:17])[F:16])=[CH:6][C:5]=1[NH2:19].CC[N:23]([CH2:26]C)CC.[CH3:28][S:29]([NH:32]N)(=[O:31])=[O:30].[OH-:34].[Na+].Cl. The catalyst is C1COCC1. The product is [O:34]=[C:26]1[N:23]([NH:32][S:29]([CH3:28])(=[O:31])=[O:30])[C:3](=[O:20])[C:4]2[C:5](=[CH:6][C:7]([C:15]([F:16])([F:17])[F:18])=[C:8]([CH:10]3[CH2:14][CH2:13][CH2:12][O:11]3)[CH:9]=2)[NH:19]1. The yield is 0.870. (3) The reactants are [CH:1]1[C:13]2[NH:12][C:11]3[C:6](=[CH:7][CH:8]=[CH:9][CH:10]=3)[C:5]=2[CH:4]=[CH:3][CH:2]=1.[Br:14][C:15]1[CH:20]=[CH:19][C:18]([C:21]2[CH:26]=[CH:25][C:24](Br)=[CH:23][CH:22]=2)=[CH:17][CH:16]=1.C1OCCOCCOCCOCCOCCOC1.C(=O)([O-])[O-].[K+].[K+]. The catalyst is [Cu].CN(C)C=O. The product is [Br:14][C:15]1[CH:16]=[CH:17][C:18]([C:21]2[CH:26]=[CH:25][C:24]([N:12]3[C:11]4[CH:10]=[CH:9][CH:8]=[CH:7][C:6]=4[C:5]4[C:13]3=[CH:1][CH:2]=[CH:3][CH:4]=4)=[CH:23][CH:22]=2)=[CH:19][CH:20]=1. The yield is 0.420. (4) The reactants are [CH3:1][O:2][C:3](=[O:30])[NH:4][C@H:5]([C:9]([N:11]1[CH2:15][C@@H:14]([O:16][CH3:17])[CH2:13][C@H:12]1[C:18]1[NH:19][CH:20]=[C:21]([C:23]2[CH:28]=[CH:27][C:26](Br)=[CH:25][CH:24]=2)[N:22]=1)=[O:10])[CH:6]([CH3:8])[CH3:7].[CH3:31][C:32]1([CH3:48])[C:36]([CH3:38])([CH3:37])[O:35][B:34]([B:34]2[O:35][C:36]([CH3:38])([CH3:37])[C:32]([CH3:48])([CH3:31])[O:33]2)[O:33]1.C([O-])(=O)C.[K+]. The catalyst is O1CCOCC1.C(OCC)(=O)C.C1C=CC(P(C2C=CC=CC=2)[C-]2C=CC=C2)=CC=1.C1C=CC(P(C2C=CC=CC=2)[C-]2C=CC=C2)=CC=1.Cl[Pd]Cl.[Fe+2]. The product is [CH3:1][O:2][C:3](=[O:30])[NH:4][C@H:5]([C:9]([N:11]1[CH2:15][C@@H:14]([O:16][CH3:17])[CH2:13][C@H:12]1[C:18]1[NH:19][CH:20]=[C:21]([C:23]2[CH:28]=[CH:27][C:26]([B:34]3[O:35][C:36]([CH3:38])([CH3:37])[C:32]([CH3:48])([CH3:31])[O:33]3)=[CH:25][CH:24]=2)[N:22]=1)=[O:10])[CH:6]([CH3:8])[CH3:7]. The yield is 0.580. (5) The reactants are [F:1][C:2]1[CH:3]=[C:4](/[CH:8]=[CH:9]/[C:10]2[CH:15]=[CH:14][C:13]([NH2:16])=[CH:12][CH:11]=2)[CH:5]=[CH:6][CH:7]=1.[C:17]([OH:25])(=[O:24])[C:18]([CH2:20][C:21](O)=[O:22])=[CH2:19]. No catalyst specified. The product is [F:1][C:2]1[CH:3]=[C:4](/[CH:8]=[CH:9]/[C:10]2[CH:11]=[CH:12][C:13]([N:16]3[C:21](=[O:22])[CH2:20][CH:18]([C:17]([OH:25])=[O:24])[CH2:19]3)=[CH:14][CH:15]=2)[CH:5]=[CH:6][CH:7]=1. The yield is 0.620. (6) The reactants are [S:1]([Cl:5])(Cl)(=[O:3])=[O:2].C1(P(C2C=CC=CC=2)C2C=CC=CC=2)C=CC=CC=1.[O:25]1[C:30]2=[CH:31][CH:32]=[CH:33][C:29]2=[CH:28][CH:27]=[C:26]1[C:34]1[CH:39]=[CH:38][CH:37]=[CH:36][C:35]=1/[CH:40]=[CH:41]/S(O)(=O)=O. The catalyst is C(Cl)Cl.[I-].C([N+](CCCC)(CCCC)CCCC)CCC. The product is [O:25]1[C:30]2=[CH:31][CH:32]=[CH:33][C:29]2=[CH:28][CH:27]=[C:26]1[C:34]1[CH:39]=[CH:38][CH:37]=[CH:36][C:35]=1/[CH:40]=[CH:41]/[S:1]([Cl:5])(=[O:3])=[O:2]. The yield is 0.730. (7) The reactants are [C:1]([C:3]1[CH:20]=[CH:19][C:6]([CH2:7][N:8]2[CH2:11][CH:10]([C:12]([O:14][C:15]([CH3:18])([CH3:17])[CH3:16])=[O:13])[CH2:9]2)=[CH:5][C:4]=1[C:21]([F:24])([F:23])[F:22])#[N:2].Cl.[NH2:26][OH:27].C(=O)(O)[O-].[Na+]. The catalyst is C(O)(C)C. The product is [OH:27][N:26]=[C:1]([C:3]1[CH:20]=[CH:19][C:6]([CH2:7][N:8]2[CH2:9][CH:10]([C:12]([O:14][C:15]([CH3:18])([CH3:17])[CH3:16])=[O:13])[CH2:11]2)=[CH:5][C:4]=1[C:21]([F:24])([F:23])[F:22])[NH2:2]. The yield is 0.880. (8) The reactants are [NH2:1][C:2]1[C:11]2[C:6](=[CH:7][CH:8]=[CH:9][CH:10]=2)[CH:5]=[CH:4][C:3]=1[C:12]([OH:21])([C:17]([F:20])([F:19])[F:18])[C:13]([F:16])([F:15])[F:14].[Br:22][C:23]1[CH:31]=[CH:30][C:26]([C:27](Cl)=[O:28])=[CH:25][CH:24]=1. The product is [Br:22][C:23]1[CH:31]=[CH:30][C:26]([C:27]([NH:1][C:2]2[C:11]3[C:6](=[CH:7][CH:8]=[CH:9][CH:10]=3)[CH:5]=[CH:4][C:3]=2[C:12]([OH:21])([C:13]([F:14])([F:15])[F:16])[C:17]([F:18])([F:19])[F:20])=[O:28])=[CH:25][CH:24]=1. No catalyst specified. The yield is 0.190.